From a dataset of Full USPTO retrosynthesis dataset with 1.9M reactions from patents (1976-2016). Predict the reactants needed to synthesize the given product. (1) Given the product [C:1]([O:5][C:6]([N:8]1[C@H:12]([CH2:13][C:14]2[CH:19]=[CH:18][CH:17]=[CH:16][C:15]=2[F:20])[C@H:11]([CH2:21][C:22]2[C:23]([C:24](=[O:25])[NH:36][CH:33]3[CH2:35][CH2:34]3)=[CH:27][CH:28]=[CH:29][N:30]=2)[O:10][C:9]1([CH3:32])[CH3:31])=[O:7])([CH3:3])([CH3:4])[CH3:2], predict the reactants needed to synthesize it. The reactants are: [C:1]([O:5][C:6]([N:8]1[C@H:12]([CH2:13][C:14]2[CH:19]=[CH:18][CH:17]=[CH:16][C:15]=2[F:20])[C@H:11]([CH2:21][C:22]2[N:30]=[CH:29][CH:28]=[CH:27][C:23]=2[C:24](O)=[O:25])[O:10][C:9]1([CH3:32])[CH3:31])=[O:7])([CH3:4])([CH3:3])[CH3:2].[CH:33]1([NH2:36])[CH2:35][CH2:34]1. (2) Given the product [NH2:1][C:2]1[N:3]([CH3:23])[C:4](=[O:22])[C:5]2([N:21]=1)[C@H:18]1[C@@H:13]([CH2:14][CH:15]([O:19][CH3:26])[CH2:16][CH2:17]1)[O:12][C:11]1[C:6]2=[CH:7][C:8]([Br:20])=[CH:9][CH:10]=1, predict the reactants needed to synthesize it. The reactants are: [NH2:1][C:2]1[N:3]([CH3:23])[C:4](=[O:22])[C:5]2([N:21]=1)[C@H:18]1[C@@H:13]([CH2:14][CH:15]([OH:19])[CH2:16][CH2:17]1)[O:12][C:11]1[C:6]2=[CH:7][C:8]([Br:20])=[CH:9][CH:10]=1.IC.[C:26]([O-])([O-])=O.[Cs+].[Cs+].CN(C=O)C.